Task: Predict the product of the given reaction.. Dataset: Forward reaction prediction with 1.9M reactions from USPTO patents (1976-2016) Given the reactants [N+:1]([C:4]1[CH:5]=[C:6]([CH2:14][OH:15])[CH:7]=[C:8]([C:10]([F:13])([F:12])[F:11])[CH:9]=1)([O-])=O.Cl.O.O.Cl[Sn]Cl.C([O-])(O)=O.[Na+], predict the reaction product. The product is: [NH2:1][C:4]1[CH:5]=[C:6]([CH2:14][OH:15])[CH:7]=[C:8]([C:10]([F:11])([F:12])[F:13])[CH:9]=1.